Dataset: Forward reaction prediction with 1.9M reactions from USPTO patents (1976-2016). Task: Predict the product of the given reaction. Given the reactants [C:9](O[C:9]([O:11][C:12]([CH3:15])([CH3:14])[CH3:13])=[O:10])([O:11][C:12]([CH3:15])([CH3:14])[CH3:13])=[O:10].[Br:16][C:17]1[CH:18]=[CH:19][C:20]([F:43])=[C:21]([C@@:23]23[N:32]=[C:31]([NH:33][C:34](=[O:40])[O:35][C:36]([CH3:39])([CH3:38])[CH3:37])[S:30][CH2:29][C@@H:28]2[CH2:27][C@H:26]([CH2:41][F:42])[O:25][CH2:24]3)[CH:22]=1, predict the reaction product. The product is: [C:36]([O:35][C:34]([N:33]([C:31]1[S:30][CH2:29][C@H:28]2[C@:23]([C:21]3[CH:22]=[C:17]([Br:16])[CH:18]=[CH:19][C:20]=3[F:43])([CH2:24][O:25][C@@H:26]([CH2:41][F:42])[CH2:27]2)[N:32]=1)[C:9]([O:11][C:12]([CH3:13])([CH3:14])[CH3:15])=[O:10])=[O:40])([CH3:39])([CH3:37])[CH3:38].